From a dataset of Full USPTO retrosynthesis dataset with 1.9M reactions from patents (1976-2016). Predict the reactants needed to synthesize the given product. (1) The reactants are: [Cl:1][C:2]1[CH:10]=[C:9]2[C:5]([C:6]([C:11]([N:13]3[CH2:18][CH2:17][CH:16]([C:19]4[C:24]([O:25][CH3:26])=[CH:23][CH:22]=[CH:21][C:20]=4[O:27][CH3:28])[CH2:15][CH2:14]3)=[O:12])=[CH:7][NH:8]2)=[CH:4][CH:3]=1.Cl[CH2:30][CH2:31][N:32]([CH3:34])[CH3:33]. Given the product [Cl:1][C:2]1[CH:10]=[C:9]2[C:5]([C:6]([C:11]([N:13]3[CH2:14][CH2:15][CH:16]([C:19]4[C:24]([O:25][CH3:26])=[CH:23][CH:22]=[CH:21][C:20]=4[O:27][CH3:28])[CH2:17][CH2:18]3)=[O:12])=[CH:7][N:8]2[CH2:30][CH2:31][N:32]([CH3:34])[CH3:33])=[CH:4][CH:3]=1, predict the reactants needed to synthesize it. (2) The reactants are: [N+:1]([C:4]1[CH:9]=[CH:8][C:7]([C:10]2[CH:11]=[CH:12][C:13]([C:16](=[O:18])[CH3:17])=[N:14][CH:15]=2)=[CH:6][CH:5]=1)([O-:3])=[O:2].[BH4-].[Na+]. Given the product [N+:1]([C:4]1[CH:5]=[CH:6][C:7]([C:10]2[CH:11]=[CH:12][C:13]([CH:16]([OH:18])[CH3:17])=[N:14][CH:15]=2)=[CH:8][CH:9]=1)([O-:3])=[O:2], predict the reactants needed to synthesize it. (3) Given the product [Cl:1][C:2]1[CH:7]=[CH:6][C:5]([S:8]([C:11]2[CH:12]=[CH:13][CH:14]=[CH:15][CH:16]=2)(=[O:9])=[O:10])=[CH:4][C:3]=1[S:17]([NH:20][CH:21]1[CH2:26][CH2:25][N:24]([C:36](=[O:37])[C:35]([F:46])([F:45])[F:34])[CH2:23][CH2:22]1)(=[O:18])=[O:19], predict the reactants needed to synthesize it. The reactants are: [Cl:1][C:2]1[CH:7]=[CH:6][C:5]([S:8]([C:11]2[CH:16]=[CH:15][CH:14]=[CH:13][CH:12]=2)(=[O:10])=[O:9])=[CH:4][C:3]=1[S:17]([NH:20][CH:21]1[CH2:26][CH2:25][NH:24][CH2:23][CH2:22]1)(=[O:19])=[O:18].C(N(CC)CC)C.[F:34][C:35]([F:46])([F:45])[C:36](O[C:36](=[O:37])[C:35]([F:46])([F:45])[F:34])=[O:37]. (4) Given the product [CH:5]([N:8]1[C:17](=[O:18])[C:16]2[CH2:15][CH2:14][C@H:13]([C:22]3[CH:27]=[CH:26][CH:25]=[C:24]([O:28][CH3:29])[CH:23]=3)[NH:12][C:11]=2[NH:10][C:9]1=[O:30])([CH3:7])[CH3:6], predict the reactants needed to synthesize it. The reactants are: CC[O-].[Na+].[CH:5]([NH:8][C:9](=[O:30])[NH:10][C:11]1[NH:12][C@@H:13]([C:22]2[CH:27]=[CH:26][CH:25]=[C:24]([O:28][CH3:29])[CH:23]=2)[CH2:14][CH2:15][C:16]=1[C:17](OCC)=[O:18])([CH3:7])[CH3:6]. (5) Given the product [C:1]([N:8]1[CH2:16][C@@H:15]([CH:17]2[CH2:22][CH2:21][CH2:20][CH2:19][CH2:18]2)[CH2:14][C@H:9]1[C:10]([O:12][CH3:13])=[O:11])([O:3][C:4]([CH3:6])([CH3:7])[CH3:5])=[O:2], predict the reactants needed to synthesize it. The reactants are: [C:1]([N:8]1[CH2:16][C@@H:15]([C:17]2[CH:22]=[CH:21][CH:20]=[CH:19][CH:18]=2)[CH2:14][C@H:9]1[C:10]([O:12][CH3:13])=[O:11])([O:3][C:4]([CH3:7])([CH3:6])[CH3:5])=[O:2]. (6) Given the product [CH3:1][N:2]1[CH2:22][CH2:21][C:5](=[C:6]2[C:17]3[CH:18]=[CH:19][S:20][C:16]=3[C:14](=[O:15])[CH2:13][C:12]3[CH:11]=[CH:10][CH:9]=[CH:8][C:7]2=3)[CH2:4][CH2:3]1, predict the reactants needed to synthesize it. The reactants are: [CH3:1][N:2]1[CH2:22][CH2:21][C:5](=[C:6]2[C:17]3[CH:18]=[CH:19][S:20][C:16]=3[C:14](=[O:15])[CH2:13][C:12]3[CH:11]=[CH:10][CH:9]=[CH:8][C:7]2=3)[CH2:4][CH2:3]1.C(/C(O)=O)=C\C(O)=O. (7) The reactants are: [Cl:1][C:2]1[CH:3]=[C:4]([C@@H:8]2[C@@H:13]([C:14]3[CH:19]=[CH:18][C:17]([Cl:20])=[CH:16][CH:15]=3)[N:12]([C@@H:21]([CH2:30][CH3:31])[CH2:22][N:23]3[CH2:27][CH2:26][CH2:25][S:24]3(=[O:29])=[O:28])[C:11](=[O:32])[C@@:10]([CH2:34][C:35]3[CH:40]=[CH:39][CH:38]=[C:37]([O:41]C)[N:36]=3)([CH3:33])[CH2:9]2)[CH:5]=[CH:6][CH:7]=1.OC1N=C(CC2(C)CCCNC2=O)C=CC=1. Given the product [Cl:1][C:2]1[CH:3]=[C:4]([C@@H:8]2[C@@H:13]([C:14]3[CH:15]=[CH:16][C:17]([Cl:20])=[CH:18][CH:19]=3)[N:12]([C@@H:21]([CH2:30][CH3:31])[CH2:22][N:23]3[CH2:27][CH2:26][CH2:25][S:24]3(=[O:29])=[O:28])[C:11](=[O:32])[C@@:10]([CH2:34][C:35]3[CH:40]=[CH:39][CH:38]=[C:37]([OH:41])[N:36]=3)([CH3:33])[CH2:9]2)[CH:5]=[CH:6][CH:7]=1, predict the reactants needed to synthesize it.